From a dataset of Reaction yield outcomes from USPTO patents with 853,638 reactions. Predict the reaction yield, written as a fraction of the theoretical maximum amount of product (1.0 means a 100% yield; for example, 0.34 means a 34% yield). (1) The catalyst is COCCOC.C([O-])(=O)C.[Pd+2].C([O-])(=O)C. The yield is 0.0830. The reactants are Br[C:2]1[N:3]=[N:4][C:5]([CH3:8])=[CH:6][CH:7]=1.CC(C)([O-])C.[Na+].C1COCC1.Cl.Cl.[NH2:22][CH2:23][CH2:24][NH:25][C@:26]12[CH2:61][CH2:60][C@@H:59]([C:62]([CH3:64])=[CH2:63])[C@@H:27]1[C@@H:28]1[C@@:41]([CH3:44])([CH2:42][CH2:43]2)[C@@:40]2([CH3:45])[C@@H:31]([C@:32]3([CH3:58])[C@@H:37]([CH2:38][CH2:39]2)[C:36]([CH3:47])([CH3:46])[C:35]([C:48]2[CH:57]=[CH:56][C:51]([C:52]([O:54]C)=[O:53])=[CH:50][CH:49]=2)=[CH:34][CH2:33]3)[CH2:30][CH2:29]1.C(O)(C(F)(F)F)=O. The product is [CH3:44][C@:41]12[C@@:40]3([CH3:45])[C@@H:31]([C@:32]4([CH3:58])[C@@H:37]([CH2:38][CH2:39]3)[C:36]([CH3:46])([CH3:47])[C:35]([C:48]3[CH:57]=[CH:56][C:51]([C:52]([OH:54])=[O:53])=[CH:50][CH:49]=3)=[CH:34][CH2:33]4)[CH2:30][CH2:29][C@@H:28]1[C@H:27]1[C@H:59]([C:62]([CH3:64])=[CH2:63])[CH2:60][CH2:61][C@:26]1([NH:25][CH2:24][CH2:23][NH:22][C:2]1[N:3]=[N:4][C:5]([CH3:8])=[CH:6][CH:7]=1)[CH2:43][CH2:42]2. (2) The catalyst is C(OCC)(=O)C. The product is [CH2:13]([N:20]1[CH2:25][CH2:24][O:23][CH:22]([CH2:26][N:27]2[C:32](=[O:33])[C:31]([CH2:34][C:35]3[CH:36]=[CH:37][C:38]([C:41]4[CH:46]=[CH:45][CH:44]=[CH:43][C:42]=4[C:47]4[NH:3][C:4](=[O:7])[O:5][N:48]=4)=[CH:39][CH:40]=3)=[C:30]([CH2:49][CH2:50][CH2:51][CH3:52])[N:29]=[C:28]2[CH3:53])[CH2:21]1)[C:14]1[CH:19]=[CH:18][CH:17]=[CH:16][CH:15]=1. The yield is 0.150. The reactants are [Cl-].O[NH3+:3].[C:4](=[O:7])([O-])[OH:5].[Na+].CS(C)=O.[CH2:13]([N:20]1[CH2:25][CH2:24][O:23][CH:22]([CH2:26][N:27]2[C:32](=[O:33])[C:31]([CH2:34][C:35]3[CH:40]=[CH:39][C:38]([C:41]4[C:42]([C:47]#[N:48])=[CH:43][CH:44]=[CH:45][CH:46]=4)=[CH:37][CH:36]=3)=[C:30]([CH2:49][CH2:50][CH2:51][CH3:52])[N:29]=[C:28]2[CH3:53])[CH2:21]1)[C:14]1[CH:19]=[CH:18][CH:17]=[CH:16][CH:15]=1. (3) The reactants are [O:1]1[C:5]2[CH:6]=[CH:7][C:8]([C:10]3[O:14][C:13]([SH:15])=[N:12][N:11]=3)=[CH:9][C:4]=2[CH2:3][CH2:2]1.Br[CH2:17][C:18]([O:20][CH2:21][CH3:22])=[O:19]. No catalyst specified. The product is [O:1]1[C:5]2[CH:6]=[CH:7][C:8]([C:10]3[O:14][C:13]([S:15][CH2:17][C:18]([O:20][CH2:21][CH3:22])=[O:19])=[N:12][N:11]=3)=[CH:9][C:4]=2[CH2:3][CH2:2]1. The yield is 0.540. (4) The product is [Br:1][C:2]1[N:3]=[C:4]2[CH:9]=[CH:10][N:8]([S:23]([C:20]3[CH:21]=[CH:22][C:17]([CH3:27])=[CH:18][CH:19]=3)(=[O:25])=[O:24])[C:5]2=[N:6][CH:7]=1. The catalyst is CN(C=O)C. The yield is 0.520. The reactants are [Br:1][C:2]1[N:3]=[C:4]([C:9]#[C:10][Si](C)(C)C)[C:5]([NH2:8])=[N:6][CH:7]=1.[H-].[Na+].[C:17]1([CH3:27])[CH:22]=[CH:21][C:20]([S:23](Cl)(=[O:25])=[O:24])=[CH:19][CH:18]=1. (5) The reactants are C([O:3][C:4](=O)[CH2:5][O:6][CH:7]([C:21]1[CH:26]=[CH:25][CH:24]=[C:23]([F:27])[C:22]=1[C:28]1[CH:33]=[CH:32][CH:31]=[C:30]([CH3:34])[CH:29]=1)[C@@H:8]1[CH2:13][CH2:12][CH2:11][N:10]([C:14]([O:16][C:17]([CH3:20])([CH3:19])[CH3:18])=[O:15])[CH2:9]1)C.[BH4-].[Na+]. The catalyst is CCO. The product is [F:27][C:23]1[C:22]([C:28]2[CH:33]=[CH:32][CH:31]=[C:30]([CH3:34])[CH:29]=2)=[C:21]([CH:7]([O:6][CH2:5][CH2:4][OH:3])[C@@H:8]2[CH2:13][CH2:12][CH2:11][N:10]([C:14]([O:16][C:17]([CH3:18])([CH3:19])[CH3:20])=[O:15])[CH2:9]2)[CH:26]=[CH:25][CH:24]=1. The yield is 0.990. (6) The reactants are [Si]([O:8][CH2:9][CH2:10][N:11]([CH:38]([CH3:40])[CH3:39])[C:12]([C:14]1[C:19]([O:20][CH2:21][C:22]2[CH:27]=[CH:26][CH:25]=[CH:24][CH:23]=2)=[C:18]([OH:28])[N:17]=[C:16]([CH2:29][C:30]2[CH:35]=[CH:34][C:33]([Cl:36])=[CH:32][C:31]=2[Br:37])[N:15]=1)=[O:13])(C(C)(C)C)(C)C.C(OCC)(=O)C. The yield is 0.855. The product is [OH:8][CH2:9][CH2:10][N:11]([CH:38]([CH3:40])[CH3:39])[C:12]([C:14]1[C:19]([O:20][CH2:21][C:22]2[CH:23]=[CH:24][CH:25]=[CH:26][CH:27]=2)=[C:18]([OH:28])[N:17]=[C:16]([CH2:29][C:30]2[CH:35]=[CH:34][C:33]([Cl:36])=[CH:32][C:31]=2[Br:37])[N:15]=1)=[O:13]. The catalyst is O1CCCC1.Cl.CCCCCC. (7) The reactants are [H-].[Na+].[NH:3]1[CH:7]=[CH:6][CH:5]=[N:4]1.[Br:8][C:9]1[CH:10]=[C:11](F)[C:12]([N+:16]([O-:18])=[O:17])=[C:13]([F:15])[CH:14]=1. The catalyst is C1COCC1. The product is [Br:8][C:9]1[CH:14]=[C:13]([F:15])[C:12]([N+:16]([O-:18])=[O:17])=[C:11]([N:3]2[CH:7]=[CH:6][CH:5]=[N:4]2)[CH:10]=1. The yield is 0.860. (8) The reactants are [CH2:1]([O:3][CH:4]=[CH2:5])[CH3:2].[Br:6][C:7]1[CH:8]=[C:9]2[C:14](=[CH:15][CH:16]=1)[O:13][CH:12]=[C:11]([CH:17]=[O:18])[C:10]2=[O:19]. No catalyst specified. The product is [Br:6][C:7]1[CH:16]=[CH:15][C:14]2[O:13][C@@H:12]3[CH2:2][C@H:1]([O:3][CH2:4][CH3:5])[O:18][CH:17]=[C:11]3[C:10](=[O:19])[C:9]=2[CH:8]=1. The yield is 0.980. (9) The reactants are Cl.C(O[C:7]([N:9](C)[NH:10]/[CH:11]=[C:12](/[C:18](=O)[C:19]([O:21][CH2:22][CH3:23])=[O:20])\[C:13]([O:15][CH2:16][CH3:17])=[O:14])=O)(C)(C)C. The catalyst is C(O)C. The product is [CH2:22]([O:21][C:19]([C:18]1[N:9]([CH3:7])[N:10]=[CH:11][C:12]=1[C:13]([O:15][CH2:16][CH3:17])=[O:14])=[O:20])[CH3:23]. The yield is 0.953.